Dataset: Forward reaction prediction with 1.9M reactions from USPTO patents (1976-2016). Task: Predict the product of the given reaction. (1) The product is: [C:23](=[O:24])([O-:2])[NH2:18].[CH3:17][N:18]1[CH2:23][CH:5]([C:6]2[CH:11]=[CH:10][CH:9]=[CH:8][C:7]=2[C:12]([F:13])([F:14])[F:15])[CH:4]([N+:1]([O-:3])=[O:2])[CH2:27]1. Given the reactants [N+:1](/[CH:4]=[CH:5]/[C:6]1[CH:11]=[CH:10][CH:9]=[CH:8][C:7]=1[C:12]([F:15])([F:14])[F:13])([O-:3])=[O:2].C[CH2:17][N:18]([CH2:23][O:24]C)[Si](C)(C)C.F[C:27](F)(F)C(O)=O, predict the reaction product. (2) The product is: [CH3:11][O:10][C:7]1[CH:6]=[CH:5][C:4]([N+:1]([O-:3])=[O:2])=[C:9]([CH2:13][S:14]([C:17]2[CH:22]=[CH:21][CH:20]=[CH:19][CH:18]=2)(=[O:16])=[O:15])[CH:8]=1. Given the reactants [N+:1]([C:4]1[CH:9]=[CH:8][C:7]([O:10][CH3:11])=[CH:6][CH:5]=1)([O-:3])=[O:2].Cl[CH2:13][S:14]([C:17]1[CH:22]=[CH:21][CH:20]=[CH:19][CH:18]=1)(=[O:16])=[O:15].CC([O-])(C)C.[K+].C(O)(=O)C, predict the reaction product. (3) Given the reactants [CH:1]([NH:4][C:5](=[O:37])[CH2:6][O:7][C:8]1[CH:9]=[C:10]([C:14]2[N:19]=[C:18]([NH:20][C:21]3[CH:22]=[C:23]4[C:27](=[CH:28][CH:29]=3)[N:26](C(OC(C)(C)C)=O)[N:25]=[CH:24]4)[CH:17]=[CH:16][N:15]=2)[CH:11]=[CH:12][CH:13]=1)([CH3:3])[CH3:2].[ClH:38], predict the reaction product. The product is: [ClH:38].[NH:26]1[C:27]2[C:23](=[CH:22][C:21]([NH:20][C:18]3[CH:17]=[CH:16][N:15]=[C:14]([C:10]4[CH:9]=[C:8]([CH:13]=[CH:12][CH:11]=4)[O:7][CH2:6][C:5]([NH:4][CH:1]([CH3:3])[CH3:2])=[O:37])[N:19]=3)=[CH:29][CH:28]=2)[CH:24]=[N:25]1.[ClH:38]. (4) Given the reactants [Cl:1][C:2]1[CH:3]=[C:4]([C:8]#[C:9][C:10]2[CH2:14][C:13]3([CH2:18][CH2:17][N:16]([C:19](N)=O)[CH2:15]3)[O:12][N:11]=2)[CH:5]=[CH:6][CH:7]=1.ClC1C=C(C#CC2CC3(CCNC3)ON=2)C=CC=1.[O:40]1[CH:44]=[CH:43][CH:42]=[C:41]1[C:45](Cl)=[O:46].CN=C=O, predict the reaction product. The product is: [Cl:1][C:2]1[CH:3]=[C:4]([C:8]#[C:9][C:10]2[CH2:14][C:13]3([CH2:15][CH2:19][N:16]([C:45]([C:41]4[O:40][CH:44]=[CH:43][CH:42]=4)=[O:46])[CH2:17][CH2:18]3)[O:12][N:11]=2)[CH:5]=[CH:6][CH:7]=1. (5) Given the reactants [C:1]([C:5]1[O:9][N:8]=[C:7]([NH:10][C:11]([NH:13][C:14]2[CH:19]=[CH:18][C:17]([C:20]3[N:21]=[C:22]4[N:26]([CH:27]=3)[C:25]3[CH:28]=[CH:29][C:30]([N:32]5[CH2:37][CH2:36]N(C)[CH2:34][CH2:33]5)=[CH:31][C:24]=3[S:23]4)=[CH:16][CH:15]=2)=[O:12])[CH:6]=1)([CH3:4])([CH3:3])[CH3:2].N1(C2C=CC3N=C(N)SC=3C=2)CC[O:42]CC1.CN1CCN(C2C=CC3N=C(N)SC=3C=2)CC1, predict the reaction product. The product is: [C:1]([C:5]1[O:9][N:8]=[C:7]([NH:10][C:11]([NH:13][C:14]2[CH:15]=[CH:16][C:17]([C:20]3[N:21]=[C:22]4[N:26]([CH:27]=3)[C:25]3[CH:28]=[CH:29][C:30]([N:32]5[CH2:33][CH2:34][O:42][CH2:36][CH2:37]5)=[CH:31][C:24]=3[S:23]4)=[CH:18][CH:19]=2)=[O:12])[CH:6]=1)([CH3:2])([CH3:3])[CH3:4]. (6) Given the reactants [CH3:1][C:2]([CH3:5])([O-])[CH3:3].[K+].[CH3:7][N:8]1[C:21]2[CH:20]=[CH:19][C:18]([CH:22]=O)=[CH:17][C:16]=2[S:15](=[O:25])(=[O:24])[C:14]2[C:9]1=[CH:10][CH:11]=[CH:12][CH:13]=2.C(OP([CH2:34][C:35]1[CH:40]=[CH:39][C:38]([C:41]2[CH:46]=[CH:45][C:44]([CH2:47]P(OCC)(OCC)=O)=[CH:43][CH:42]=2)=[CH:37][CH:36]=1)(=O)OCC)C, predict the reaction product. The product is: [CH3:7][N:8]1[C:21]2[CH:20]=[CH:3][C:2]([CH:5]=[CH:47][C:44]3[CH:43]=[CH:42][C:41]([C:38]4[CH:37]=[CH:36][C:35]([CH:34]=[CH:22][C:18]5[CH:19]=[CH:20][C:21]6[N:8]([CH3:7])[C:9]7[C:14]([S:15](=[O:25])(=[O:24])[C:16]=6[CH:17]=5)=[CH:13][CH:12]=[CH:11][CH:10]=7)=[CH:40][CH:39]=4)=[CH:46][CH:45]=3)=[CH:1][C:16]=2[S:15](=[O:25])(=[O:24])[C:14]2[C:9]1=[CH:10][CH:11]=[CH:12][CH:13]=2. (7) Given the reactants [Br:1][C:2]1[CH:8]=[CH:7][CH:6]=[CH:5][C:3]=1[NH2:4].C([O-])([O-])=O.[K+].[K+].[C:15](Cl)(=[O:24])[CH:16]=[CH:17][C:18]1[CH:23]=[CH:22][CH:21]=[CH:20][CH:19]=1, predict the reaction product. The product is: [Br:1][C:2]1[CH:8]=[CH:7][CH:6]=[CH:5][C:3]=1[NH:4][C:15](=[O:24])[CH:16]=[CH:17][C:18]1[CH:23]=[CH:22][CH:21]=[CH:20][CH:19]=1. (8) Given the reactants C(=O)([O-])[O-].[K+].[K+].[NH:7]1[CH2:12][CH2:11][CH2:10][CH2:9][CH:8]1[C:13]([OH:15])=[O:14].I[C:17]1[CH:18]=[C:19]([CH:22]=[CH:23][CH:24]=1)[C:20]#[N:21], predict the reaction product. The product is: [C:20]([C:19]1[CH:18]=[C:17]([N:7]2[CH2:12][CH2:11][CH2:10][CH2:9][CH:8]2[C:13]([OH:15])=[O:14])[CH:24]=[CH:23][CH:22]=1)#[N:21]. (9) Given the reactants C([Mg]Cl)(C)(C)C.CO[C:9](=[O:34])[CH2:10][C@H:11]([O:23][C:24](=[O:33])[CH:25](Br)[CH2:26][CH2:27][CH2:28][CH2:29][CH2:30][CH3:31])[CH2:12][CH2:13][CH2:14][CH2:15][CH2:16][CH2:17][CH2:18][CH2:19][CH2:20][CH2:21][CH3:22].C([Mg]Cl)(C)(C)C.C1COCC1, predict the reaction product. The product is: [CH2:26]([C:25]1[C:24](=[O:33])[O:23][C@H:11]([CH2:12][CH2:13][CH2:14][CH2:15][CH2:16][CH2:17][CH2:18][CH2:19][CH2:20][CH2:21][CH3:22])[CH2:10][C:9]=1[OH:34])[CH2:27][CH2:28][CH2:29][CH2:30][CH3:31].